From a dataset of Forward reaction prediction with 1.9M reactions from USPTO patents (1976-2016). Predict the product of the given reaction. (1) Given the reactants [NH2:1][C:2]1([C:6]2[CH:11]=[CH:10][C:9]([C:12]3[C:13](=[O:36])[C:14]4[C:15]([O:28][C:29]=3[C:30]3[CH:35]=[CH:34][CH:33]=[CH:32][CH:31]=3)=[C:16]([C:20]3[C:21]([CH3:27])=N[N:23]([CH3:26])[C:24]=3C)[N:17]=[CH:18][CH:19]=4)=[CH:8][CH:7]=2)[CH2:5][CH2:4][CH2:3]1.[ClH:37], predict the reaction product. The product is: [ClH:37].[NH2:1][C:2]1([C:6]2[CH:11]=[CH:10][C:9]([C:12]3[C:13](=[O:36])[C:14]4[C:15]([O:28][C:29]=3[C:30]3[CH:35]=[CH:34][CH:33]=[CH:32][CH:31]=3)=[C:16]([C:20]3[CH:24]=[N:23][CH:26]=[CH:27][CH:21]=3)[N:17]=[CH:18][CH:19]=4)=[CH:8][CH:7]=2)[CH2:5][CH2:4][CH2:3]1. (2) Given the reactants [C:1]1([C:7]2[CH2:8][CH2:9][N:10]([C:13]([C@@H:15]3[C@@H:20]([C:21]([O:23][CH3:24])=[O:22])[CH2:19][C@H:18]([O:25][C:26]4[CH:31]=[CH:30][N:29]=[CH:28][CH:27]=4)[CH2:17][N:16]3[C:32](OC(C)(C)C)=O)=[O:14])[CH2:11][CH:12]=2)[CH:6]=[CH:5][CH:4]=[CH:3][CH:2]=1.FC(F)(F)C(O)=O.O1CCCC1.C(#N)C.C(N(CC)C(C)C)(C)C.C=O.C(O[BH-](OC(=O)C)OC(=O)C)(=O)C.[Na+], predict the reaction product. The product is: [CH3:32][N:16]1[CH2:17][C@@H:18]([O:25][C:26]2[CH:27]=[CH:28][N:29]=[CH:30][CH:31]=2)[CH2:19][C@H:20]([C:21]([O:23][CH3:24])=[O:22])[C@H:15]1[C:13]([N:10]1[CH2:9][CH:8]=[C:7]([C:1]2[CH:6]=[CH:5][CH:4]=[CH:3][CH:2]=2)[CH2:12][CH2:11]1)=[O:14]. (3) Given the reactants [CH3:1][O:2][C:3]([C:5]1[C:6]([OH:24])=[C:7]2[C:12](=[CH:13][N:14]=1)[N:11]([CH2:15][C:16]1[CH:21]=[CH:20][CH:19]=[CH:18][CH:17]=1)[C:10](=[O:22])[C:9]([CH3:23])=[CH:8]2)=[O:4].[Br:25]N1C(=O)CCC1=O, predict the reaction product. The product is: [CH3:1][O:2][C:3]([C:5]1[C:6]([OH:24])=[C:7]2[C:12](=[C:13]([Br:25])[N:14]=1)[N:11]([CH2:15][C:16]1[CH:21]=[CH:20][CH:19]=[CH:18][CH:17]=1)[C:10](=[O:22])[C:9]([CH3:23])=[CH:8]2)=[O:4]. (4) Given the reactants [C:1]([O:5][C:6]([O:8][C:9]1[CH:10]=[C:11](O)[CH:12]=[CH:13][CH:14]=1)=[O:7])([CH3:4])([CH3:3])[CH3:2].[CH2:16]([O:23][C:24]1[CH:29]=[CH:28][CH:27]=[C:26]([O:30][C:31]([O:33][C:34]([CH3:37])([CH3:36])[CH3:35])=[O:32])[CH:25]=1)[C:17]1[CH:22]=[CH:21][CH:20]=[CH:19][CH:18]=1, predict the reaction product. The product is: [CH2:16]([O:23][C:12]1[CH:11]=[CH:10][C:9]([O:8][C:6]([O:5][C:1]([CH3:4])([CH3:3])[CH3:2])=[O:7])=[CH:14][CH:13]=1)[C:17]1[CH:22]=[CH:21][CH:20]=[CH:19][CH:18]=1.[C:34]([O:33][C:31]([O:30][C:26]1[CH:25]=[C:24]([OH:23])[CH:29]=[CH:28][CH:27]=1)=[O:32])([CH3:37])([CH3:35])[CH3:36]. (5) The product is: [OH:27][C@H:22]1[CH2:23][CH2:24][CH2:25][CH2:26][C@@H:21]1[NH:20][C:19]([C:9]1[C:7]2=[N:8][CH:3]=[CH:4][CH:5]=[C:6]2[N:11]([CH2:12][C:34]2[CH:33]=[CH:32][N:31]=[C:30]([CH3:29])[CH:35]=2)[CH:10]=1)=[O:28]. Given the reactants C([C:3]1[N:8]=[C:7]2[C:9]([C:19](=[O:28])[NH:20][C@H:21]3[CH2:26][CH2:25][CH2:24][CH2:23][C@@H:22]3[OH:27])=[CH:10][N:11]([C:12](OC(C)(C)C)=O)[C:6]2=[CH:5][CH:4]=1)#N.[CH3:29][C:30]1[CH:35]=[C:34](CBr)[CH:33]=[CH:32][N:31]=1.C(=O)([O-])[O-].[Cs+].[Cs+], predict the reaction product. (6) Given the reactants N.[C:2]([O:6][C:7]([C:9]1([C:14]([OH:16])=O)[CH2:13][CH2:12][CH2:11][CH2:10]1)=[O:8])([CH3:5])([CH3:4])[CH3:3].C[N:18](C(ON1N=NC2C=CC=CC1=2)=[N+](C)C)C.[B-](F)(F)(F)F, predict the reaction product. The product is: [C:2]([O:6][C:7]([C:9]1([C:14]([NH2:18])=[O:16])[CH2:13][CH2:12][CH2:11][CH2:10]1)=[O:8])([CH3:5])([CH3:4])[CH3:3].